Dataset: Forward reaction prediction with 1.9M reactions from USPTO patents (1976-2016). Task: Predict the product of the given reaction. (1) The product is: [N:2]1([CH2:7][C:8]([N:20]2[CH2:21][C@H:17]([CH2:16][C:15]3[CH:39]=[CH:40][C:12]([F:11])=[CH:13][CH:14]=3)[CH2:18][C@H:19]2[C:22]([NH:24][C:25]2[CH:30]=[CH:29][C:28]([O:31][C:32]3[CH:33]=[CH:34][C:35]([F:38])=[CH:36][CH:37]=3)=[CH:27][CH:26]=2)=[O:23])=[O:10])[CH:6]=[N:5][CH:4]=[N:3]1. Given the reactants Cl.[N:2]1([CH2:7][C:8]([OH:10])=O)[CH:6]=[N:5][CH:4]=[N:3]1.[F:11][C:12]1[CH:40]=[CH:39][C:15]([CH2:16][C@H:17]2[CH2:21][NH:20][C@H:19]([C:22]([NH:24][C:25]3[CH:30]=[CH:29][C:28]([O:31][C:32]4[CH:37]=[CH:36][C:35]([F:38])=[CH:34][CH:33]=4)=[CH:27][CH:26]=3)=[O:23])[CH2:18]2)=[CH:14][CH:13]=1, predict the reaction product. (2) Given the reactants [CH3:1][N:2]([CH3:23])[C:3]([C:5]1[N:6]=[CH:7][C:8]([O:11][C:12]2[CH:13]=[C:14]([CH:19]=[C:20]([OH:22])[CH:21]=2)[C:15]([O:17][CH3:18])=[O:16])=[N:9][CH:10]=1)=[O:4].C1(P(C2C=CC=CC=2)C2C=CC=CC=2)C=CC=CC=1.[CH3:43][C:44]([O:47][CH2:48][C@H:49](O)[CH3:50])([CH3:46])[CH3:45].CCOC(/N=N/C(OCC)=O)=O, predict the reaction product. The product is: [CH3:23][N:2]([CH3:1])[C:3]([C:5]1[N:6]=[CH:7][C:8]([O:11][C:12]2[CH:13]=[C:14]([CH:19]=[C:20]([O:22][C@@H:49]([CH3:50])[CH2:48][O:47][C:44]([CH3:46])([CH3:45])[CH3:43])[CH:21]=2)[C:15]([O:17][CH3:18])=[O:16])=[N:9][CH:10]=1)=[O:4]. (3) Given the reactants [C:1]1([C:7]2([C:10]3[N:15]=[C:14]4[S:16][C:17](C(O)=O)=[N:18][C:13]4=[CH:12][CH:11]=3)[CH2:9][CH2:8]2)[CH:6]=[CH:5][CH:4]=[CH:3][CH:2]=1, predict the reaction product. The product is: [C:1]1([C:7]2([C:10]3[N:15]=[C:14]4[S:16][CH:17]=[N:18][C:13]4=[CH:12][CH:11]=3)[CH2:8][CH2:9]2)[CH:6]=[CH:5][CH:4]=[CH:3][CH:2]=1. (4) Given the reactants [Cl:1][C:2]1[CH:3]=[N:4][CH:5]=[C:6]([Cl:30])[C:7]=1[NH:8][C:9]1[C:18]2[C:13](=[C:14]([O:21][CH2:22][CH2:23][CH2:24][CH2:25][CH2:26][C:27]#[N:28])[C:15]([O:19][CH3:20])=[CH:16][CH:17]=2)[O:12][C:11](=[O:29])[CH:10]=1.C([Sn](=O)CCCC)CCC.[Si]([N:45]=[N+:46]=[N-:47])(C)(C)C, predict the reaction product. The product is: [N:28]1[NH:45][N:46]=[N:47][C:27]=1[CH2:26][CH2:25][CH2:24][CH2:23][CH2:22][O:21][C:14]1[C:15]([O:19][CH3:20])=[CH:16][CH:17]=[C:18]2[C:13]=1[O:12][C:11](=[O:29])[CH:10]=[C:9]2[NH:8][C:7]1[C:6]([Cl:30])=[CH:5][N:4]=[CH:3][C:2]=1[Cl:1]. (5) Given the reactants [CH3:1][C:2]1([CH3:10])[CH2:7][C:6](=[O:8])[CH2:5][C:4](=[O:9])[CH2:3]1.Br[CH2:12][C:13]([C:15]1[CH:20]=[CH:19][CH:18]=[C:17]([Br:21])[CH:16]=1)=[O:14].C([O-])([O-])=O.[K+].[K+], predict the reaction product. The product is: [Br:21][C:17]1[CH:16]=[C:15]([C:13](=[O:14])[CH2:12][CH:5]2[C:6](=[O:8])[CH2:7][C:2]([CH3:10])([CH3:1])[CH2:3][C:4]2=[O:9])[CH:20]=[CH:19][CH:18]=1. (6) Given the reactants [Cl:1][C:2]1[C:7]([Cl:8])=[C:6]([S:9](=[O:19])(=[O:18])[NH:10][C@@H:11]([CH2:16][CH3:17])[C:12]([F:15])([F:14])[F:13])[CH:5]=[CH:4][C:3]=1[C:20]1[S:24][C:23]([C:25]2[O:26][C:27]([CH2:30][C:31]([CH3:37])([CH3:36])[C:32]([O:34][CH3:35])=[O:33])=[N:28][N:29]=2)=[N:22][C:21]=1[C:38](O)=[O:39].[CH3:41][C@H:42]1[CH2:47][CH2:46][CH2:45][CH2:44][NH:43]1.CN(C(ON1N=NC2C=CC=NC1=2)=[N+](C)C)C.F[P-](F)(F)(F)(F)F.O, predict the reaction product. The product is: [Cl:1][C:2]1[C:7]([Cl:8])=[C:6]([S:9](=[O:18])(=[O:19])[NH:10][C@@H:11]([CH2:16][CH3:17])[C:12]([F:13])([F:14])[F:15])[CH:5]=[CH:4][C:3]=1[C:20]1[S:24][C:23]([C:25]2[O:26][C:27]([CH2:30][C:31]([CH3:36])([CH3:37])[C:32]([O:34][CH3:35])=[O:33])=[N:28][N:29]=2)=[N:22][C:21]=1[C:38]([N:43]1[CH2:44][CH2:45][CH2:46][CH2:47][C@@H:42]1[CH3:41])=[O:39].